From a dataset of Full USPTO retrosynthesis dataset with 1.9M reactions from patents (1976-2016). Predict the reactants needed to synthesize the given product. (1) Given the product [CH3:1][S:2]([C:5]1[CH:10]=[CH:9][C:8]([C:11]2[CH:12]=[C:13]([N+:32]([O-:34])=[O:33])[C:14]([O:17][CH2:18][CH:19]3[CH2:20][CH2:21][NH:22][CH2:23][CH2:24]3)=[N:15][CH:16]=2)=[CH:7][CH:6]=1)(=[O:4])=[O:3], predict the reactants needed to synthesize it. The reactants are: [CH3:1][S:2]([C:5]1[CH:10]=[CH:9][C:8]([C:11]2[CH:12]=[C:13]([N+:32]([O-:34])=[O:33])[C:14]([O:17][CH2:18][CH:19]3[CH2:24][CH2:23][N:22](C(OC(C)(C)C)=O)[CH2:21][CH2:20]3)=[N:15][CH:16]=2)=[CH:7][CH:6]=1)(=[O:4])=[O:3].C(O)(C(F)(F)F)=O. (2) Given the product [CH3:37][N:38]([CH3:39])[C:22](=[O:24])[CH2:21][CH2:20][C@H:19]([C@@H:18]1[C@:26]2([CH3:34])[C:15]([C:14]3[CH2:13][CH2:12][C@@H:11]4[C@:30]([C:29]=3[CH2:28][CH2:27]2)([CH3:33])[CH2:31][CH2:32][C@H:9]([O:8][Si:1]([C:4]([CH3:6])([CH3:7])[CH3:5])([CH3:3])[CH3:2])[C:10]4([CH3:36])[CH3:35])=[CH:16][CH2:17]1)[CH3:25], predict the reactants needed to synthesize it. The reactants are: [Si:1]([O:8][C@H:9]1[CH2:32][CH2:31][C@@:30]2([CH3:33])[C@@H:11]([CH2:12][CH2:13][C:14]3[C:15]4[C@:26]([CH3:34])([CH2:27][CH2:28][C:29]=32)[C@@H:18]([C@H:19]([CH3:25])[CH2:20][CH2:21][C:22]([OH:24])=O)[CH2:17][CH:16]=4)[C:10]1([CH3:36])[CH3:35])([C:4]([CH3:7])([CH3:6])[CH3:5])([CH3:3])[CH3:2].[CH3:37][N:38]1CCOC[CH2:39]1.C(OC(Cl)=O)C(C)C.CNC. (3) Given the product [CH:10]1([C:7]2[CH:8]=[CH:9][C:4]([CH2:3][OH:2])=[CH:5][C:6]=2[C:13]([F:14])([F:15])[F:16])[CH2:12][CH2:11]1, predict the reactants needed to synthesize it. The reactants are: C[O:2][C:3](=O)[C:4]1[CH:9]=[CH:8][C:7]([CH:10]2[CH2:12][CH2:11]2)=[C:6]([C:13]([F:16])([F:15])[F:14])[CH:5]=1.[BH4-].[Li+].Cl. (4) Given the product [CH:1]1([N:6]2[CH2:12][C:11]([F:13])([F:14])[C:10](=[O:15])[N:9]([CH3:16])[C:8]3[CH:17]=[N:18][C:19]([NH:21][C:22]4[CH:30]=[CH:29][C:25]([C:26]([NH:50][CH2:49][CH2:48][CH2:47][N:42]5[CH:46]=[CH:45][N:44]=[CH:43]5)=[O:28])=[CH:24][C:23]=4[O:31][CH3:32])=[N:20][C:7]2=3)[CH2:5][CH2:4][CH2:3][CH2:2]1, predict the reactants needed to synthesize it. The reactants are: [CH:1]1([N:6]2[CH2:12][C:11]([F:14])([F:13])[C:10](=[O:15])[N:9]([CH3:16])[C:8]3[CH:17]=[N:18][C:19]([NH:21][C:22]4[CH:30]=[CH:29][C:25]([C:26]([OH:28])=O)=[CH:24][C:23]=4[O:31][CH3:32])=[N:20][C:7]2=3)[CH2:5][CH2:4][CH2:3][CH2:2]1.C(N(C(C)C)C(C)C)C.[N:42]1([CH2:47][CH2:48][CH2:49][NH2:50])[CH:46]=[CH:45][N:44]=[CH:43]1. (5) The reactants are: [F:1][C:2]1[CH:3]=[C:4]2[C:8](=[CH:9][CH:10]=1)[CH:7]([NH:11][C:12]1[O:13][CH2:14][C:15]3[CH:21]=[C:20]([NH2:22])[CH:19]=[CH:18][C:16]=3[N:17]=1)[CH2:6][CH2:5]2.[CH:23]1([C:26](Cl)=[O:27])[CH2:25][CH2:24]1. Given the product [F:1][C:2]1[CH:3]=[C:4]2[C:8](=[CH:9][CH:10]=1)[CH:7]([NH:11][C:12]1[O:13][CH2:14][C:15]3[CH:21]=[C:20]([NH:22][C:26]([CH:23]4[CH2:25][CH2:24]4)=[O:27])[CH:19]=[CH:18][C:16]=3[N:17]=1)[CH2:6][CH2:5]2, predict the reactants needed to synthesize it. (6) Given the product [F:1][C:2]1[CH:7]=[C:6]([F:8])[CH:5]=[CH:4][C:3]=1[C:9]1[CH:14]=[C:13]([N:15]2[C:19]3[CH:20]=[CH:21][C:22]([C:43]4[CH:48]=[CH:47][C:46]([F:49])=[CH:45][N:44]=4)=[CH:23][C:18]=3[N:17]=[CH:16]2)[CH:12]=[C:11]([NH:33][S:34]([CH:37]2[CH2:38][CH2:39]2)(=[O:35])=[O:36])[CH:10]=1, predict the reactants needed to synthesize it. The reactants are: [F:1][C:2]1[CH:7]=[C:6]([F:8])[CH:5]=[CH:4][C:3]=1[C:9]1[CH:14]=[C:13]([N:15]2[C:19]3[CH:20]=[CH:21][C:22](B4OC(C)(C)C(C)(C)O4)=[CH:23][C:18]=3[N:17]=[CH:16]2)[CH:12]=[C:11]([NH:33][S:34]([CH:37]2[CH2:39][CH2:38]2)(=[O:36])=[O:35])[CH:10]=1.N#N.Br[C:43]1[CH:48]=[CH:47][C:46]([F:49])=[CH:45][N:44]=1.C(=O)([O-])[O-].[Na+].[Na+]. (7) Given the product [Cl:14][C:15]1[CH:45]=[CH:44][CH:43]=[CH:42][C:16]=1[CH2:17][C:18]1[C:19]([CH:37]([O:38][CH3:39])[O:40][CH3:41])=[N:20][N:21]([S:48]([N:47]([CH3:52])[CH3:46])(=[O:50])=[O:49])[C:22]=1[N:23]1[CH2:28][CH2:27][CH2:26][C@@H:25]([NH:29][C:30](=[O:36])[O:31][C:32]([CH3:35])([CH3:33])[CH3:34])[CH2:24]1, predict the reactants needed to synthesize it. The reactants are: C(N(CC)CC)C.CC(C)([O-])C.[K+].[Cl:14][C:15]1[CH:45]=[CH:44][CH:43]=[CH:42][C:16]=1[CH2:17][C:18]1[C:19]([CH:37]([O:40][CH3:41])[O:38][CH3:39])=[N:20][NH:21][C:22]=1[N:23]1[CH2:28][CH2:27][CH2:26][C@@H:25]([NH:29][C:30](=[O:36])[O:31][C:32]([CH3:35])([CH3:34])[CH3:33])[CH2:24]1.[CH3:46][N:47]([CH3:52])[S:48](Cl)(=[O:50])=[O:49]. (8) Given the product [Cl:24][C:11]1[N:12]=[C:13]([Cl:3])[CH:14]=[C:15]2[C:10]=1[CH:9]=[CH:8][CH:7]=[N:6]2, predict the reactants needed to synthesize it. The reactants are: P(Cl)(Cl)([Cl:3])=O.[N:6]1[C:15]2[CH2:14][C:13](=O)[NH:12][C:11](=O)[C:10]=2[CH:9]=[CH:8][CH:7]=1.C(=O)([O-])[O-].[Na+].[Na+].[ClH:24].